From a dataset of Forward reaction prediction with 1.9M reactions from USPTO patents (1976-2016). Predict the product of the given reaction. (1) Given the reactants F[B-](F)(F)F.N1(OC(N(C)C)=[N+](C)C)C2C=CC=CC=2N=N1.[Cl:23][C:24]1[CH:25]=[C:26]([N:32]2[CH:40]([C:41]3[CH:46]=[CH:45][C:44]([F:47])=[CH:43][CH:42]=3)[CH:39]3[C:34]([C:35]4[CH:51]=[CH:50][C:49]([C:52]([OH:54])=O)=[CH:48][C:36]=4[CH2:37][CH2:38]3)=[N:33]2)[CH:27]=[CH:28][C:29]=1[C:30]#[N:31].C(O)C.C(N(CC)CC)C.[N:65]1([CH2:70][CH2:71][NH2:72])[CH2:69][CH2:68][CH2:67][CH2:66]1, predict the reaction product. The product is: [Cl:23][C:24]1[CH:25]=[C:26]([N:32]2[CH:40]([C:41]3[CH:42]=[CH:43][C:44]([F:47])=[CH:45][CH:46]=3)[CH:39]3[C:34]([C:35]4[CH:51]=[CH:50][C:49]([C:52]([NH:72][CH2:71][CH2:70][N:65]5[CH2:69][CH2:68][CH2:67][CH2:66]5)=[O:54])=[CH:48][C:36]=4[CH2:37][CH2:38]3)=[N:33]2)[CH:27]=[CH:28][C:29]=1[C:30]#[N:31]. (2) The product is: [Cl:1][C:2]1[CH:7]=[CH:6][C:5]([CH2:8][C@@H:9]([NH:31][C:50]([C@@H:41]2[CH2:42][C:43]3[C:48](=[CH:61][CH:60]=[CH:65][CH:44]=3)[CH2:49][N:40]2[C:53]([O:55][C:56]([CH3:59])([CH3:58])[CH3:57])=[O:54])=[O:52])[C:10]([N:12]2[CH2:13][CH2:14][CH:15]([C:18]3[CH:23]=[CH:22][CH:21]=[CH:20][C:19]=3[N:24]3[CH:28]=[CH:27][N:26]([CH3:29])[C:25]3=[O:30])[CH2:16][CH2:17]2)=[O:11])=[CH:4][CH:3]=1. Given the reactants [Cl:1][C:2]1[CH:7]=[CH:6][C:5]([CH2:8][C@@H:9]([NH:31]C(OC(C)(C)C)=O)[C:10]([N:12]2[CH2:17][CH2:16][CH:15]([C:18]3[CH:23]=[CH:22][CH:21]=[CH:20][C:19]=3[N:24]3[CH:28]=[CH:27][N:26]([CH3:29])[C:25]3=[O:30])[CH2:14][CH2:13]2)=[O:11])=[CH:4][CH:3]=1.Cl.[N:40]1([C:53]([O:55][C:56]([CH3:59])([CH3:58])[CH3:57])=[O:54])[CH2:49][C:48]2[C:43](=[CH:44]C=CC=2)[CH2:42][C@H:41]1[C:50]([OH:52])=O.[CH:60]1[CH:65]=NC2N(O)N=NC=2[CH:61]=1.C(Cl)CCl, predict the reaction product. (3) Given the reactants [C:1]([O:5][C:6](=[O:15])[NH:7][C:8]([CH2:13][OH:14])([CH2:11][CH3:12])[CH2:9][CH3:10])([CH3:4])([CH3:3])[CH3:2].[N+:16]([C:19]1[CH:26]=[CH:25][CH:24]=[C:23]([N+]([O-])=O)[C:20]=1[C:21]#[N:22])([O-:18])=[O:17], predict the reaction product. The product is: [C:1]([O:5][C:6](=[O:15])[NH:7][C:8]([CH2:13][O:14][C:23]1[CH:24]=[CH:25][CH:26]=[C:19]([N+:16]([O-:18])=[O:17])[C:20]=1[C:21]#[N:22])([CH2:11][CH3:12])[CH2:9][CH3:10])([CH3:3])([CH3:2])[CH3:4].